From a dataset of Retrosynthesis with 50K atom-mapped reactions and 10 reaction types from USPTO. Predict the reactants needed to synthesize the given product. (1) Given the product CC[C@H](NC(=O)c1c(OCCN2C(=O)CCC2=O)c(-c2ccccc2)nc2ccccc12)c1ccccc1, predict the reactants needed to synthesize it. The reactants are: CC[C@H](NC(=O)c1c(OCCNC(=O)CCC(=O)O)c(-c2ccccc2)nc2ccccc12)c1ccccc1. (2) Given the product COc1cc(Cl)c(-c2cccc(F)c2)cc1-n1c(=O)ccc2cc(S(=O)(=O)Nc3ccon3)ccc21, predict the reactants needed to synthesize it. The reactants are: COc1cc(Cl)c(Br)cc1-n1c(=O)ccc2cc(S(=O)(=O)Nc3ccon3)ccc21.OB(O)c1cccc(F)c1. (3) Given the product COc1ccc(Cl)c(-c2ccc(N)cc2)c1, predict the reactants needed to synthesize it. The reactants are: COc1ccc(Cl)c(B(O)O)c1.Nc1ccc(Br)cc1. (4) Given the product Cc1cc(Br)ccc1C(=O)NC1CC1, predict the reactants needed to synthesize it. The reactants are: Cc1cc(Br)ccc1C(=O)O.NC1CC1.